This data is from Forward reaction prediction with 1.9M reactions from USPTO patents (1976-2016). The task is: Predict the product of the given reaction. (1) Given the reactants [Br:1]N1C(=O)CCC1=O.CC(N=NC(C#N)(C)C)(C#N)C.[F:21][C:22]1[CH:27]=[CH:26][C:25]([CH3:28])=[C:24]([I:29])[CH:23]=1, predict the reaction product. The product is: [Br:1][CH2:28][C:25]1[CH:26]=[CH:27][C:22]([F:21])=[CH:23][C:24]=1[I:29]. (2) The product is: [CH3:20][C:16]1([CH3:19])[CH2:15][C:14](=[O:21])[C:13]2[C:12]([C:22]([F:25])([F:24])[F:23])=[N:11][N:10]([C:8]3[CH:7]=[CH:6][C:3]([C:4]([NH2:5])=[O:30])=[C:2]([NH:32][CH:33]4[CH2:38][CH2:37][CH:36]([OH:39])[CH2:35][CH2:34]4)[CH:9]=3)[C:18]=2[CH2:17]1. Given the reactants Br[C:2]1[CH:9]=[C:8]([N:10]2[C:18]3[CH2:17][C:16]([CH3:20])([CH3:19])[CH2:15][C:14](=[O:21])[C:13]=3[C:12]([C:22]([F:25])([F:24])[F:23])=[N:11]2)[CH:7]=[CH:6][C:3]=1[C:4]#[N:5].CC([O-:30])(C)C.[Na+].[NH2:32][C@H:33]1[CH2:38][CH2:37][C@H:36]([OH:39])[CH2:35][CH2:34]1.N1C=CC=N1.[OH-].[Na+].OO, predict the reaction product. (3) Given the reactants [NH2:1][C:2]1[N:7]=[C:6]([O:8][CH3:9])[C:5]([C:10](=[O:19])[CH2:11][CH2:12][CH:13]2[CH2:18][CH2:17][NH:16][CH2:15][CH2:14]2)=[CH:4][C:3]=1[Cl:20].I[CH2:22][CH:23]([CH3:25])[CH3:24].NC1N=C(OC)C(C(=O)CCC2CCNCC2)=CC=1.ICCCC, predict the reaction product. The product is: [NH2:1][C:2]1[N:7]=[C:6]([O:8][CH3:9])[C:5]([C:10](=[O:19])[CH2:11][CH2:12][CH:13]2[CH2:18][CH2:17][N:16]([CH2:22][CH:23]([CH3:25])[CH3:24])[CH2:15][CH2:14]2)=[CH:4][C:3]=1[Cl:20]. (4) Given the reactants Cl[C:2]1[C:15]2[CH:14]=[C:13]3[C:8]([CH:9]=[CH:10][CH:11]=[N:12]3)=[CH:7][C:6]=2[CH:5]=[CH:4][CH:3]=1.N.[CH3:17][N:18](C)C(=O)C, predict the reaction product. The product is: [C:17]([C:2]1[C:15]2[CH:14]=[C:13]3[C:8]([CH:9]=[CH:10][CH:11]=[N:12]3)=[CH:7][C:6]=2[CH:5]=[CH:4][CH:3]=1)#[N:18]. (5) The product is: [CH2:31]([N:6]1[C:7]2[C:12](=[CH:11][CH:10]=[C:9]([C:26]([O:28][CH2:29][CH3:30])=[O:27])[CH:8]=2)[C:13]([C:14](=[O:25])[NH:15][CH2:16][C:17]2[CH:22]=[CH:21][C:20]([F:23])=[C:19]([F:24])[CH:18]=2)=[C:5]1[C:1]([CH3:4])([CH3:2])[CH3:3])[C:32]1[CH:37]=[CH:36][CH:35]=[CH:34][CH:33]=1. Given the reactants [C:1]([C:5]1[NH:6][C:7]2[C:12]([C:13]=1[C:14](=[O:25])[NH:15][CH2:16][C:17]1[CH:22]=[CH:21][C:20]([F:23])=[C:19]([F:24])[CH:18]=1)=[CH:11][CH:10]=[C:9]([C:26]([O:28][CH2:29][CH3:30])=[O:27])[CH:8]=2)([CH3:4])([CH3:3])[CH3:2].[CH2:31](Br)[C:32]1[CH:37]=[CH:36][CH:35]=[CH:34][CH:33]=1.C([O-])([O-])=O.[K+].[K+], predict the reaction product. (6) Given the reactants C[O:2][C:3]([C:5]1[CH:25]=[CH:24][C:8]2[N:9]([CH3:23])[C:10]([NH:12][C:13]3[S:14][C:15]4[CH:21]=[C:20]([F:22])[CH:19]=[CH:18][C:16]=4[N:17]=3)=[N:11][C:7]=2[CH:6]=1)=[O:4].[Li+].[OH-], predict the reaction product. The product is: [F:22][C:20]1[CH:19]=[CH:18][C:16]2[N:17]=[C:13]([NH:12][C:10]3[N:9]([CH3:23])[C:8]4[CH:24]=[CH:25][C:5]([C:3]([OH:4])=[O:2])=[CH:6][C:7]=4[N:11]=3)[S:14][C:15]=2[CH:21]=1. (7) Given the reactants [C:1]1([CH:7]([C:12]2[CH:17]=[CH:16][CH:15]=[CH:14][CH:13]=2)[CH2:8][C:9]([OH:11])=O)[CH:6]=[CH:5][CH:4]=[CH:3][CH:2]=1.[C:18]([N:25]1[CH2:30][CH2:29][NH:28][CH2:27][CH2:26]1)([O:20][C:21]([CH3:24])([CH3:23])[CH3:22])=[O:19].C(Cl)CCl, predict the reaction product. The product is: [C:21]([O:20][C:18]([N:25]1[CH2:30][CH2:29][N:28]([C:9](=[O:11])[CH2:8][CH:7]([C:1]2[CH:2]=[CH:3][CH:4]=[CH:5][CH:6]=2)[C:12]2[CH:17]=[CH:16][CH:15]=[CH:14][CH:13]=2)[CH2:27][CH2:26]1)=[O:19])([CH3:24])([CH3:22])[CH3:23].